This data is from Peptide-MHC class I binding affinity with 185,985 pairs from IEDB/IMGT. The task is: Regression. Given a peptide amino acid sequence and an MHC pseudo amino acid sequence, predict their binding affinity value. This is MHC class I binding data. (1) The MHC is HLA-B15:09 with pseudo-sequence HLA-B15:09. The binding affinity (normalized) is 0.0847. The peptide sequence is ALRSRWRAL. (2) The peptide sequence is HCSQVFLKM. The MHC is HLA-A24:02 with pseudo-sequence HLA-A24:02. The binding affinity (normalized) is 0.126. (3) The peptide sequence is RTSLSLDYAW. The MHC is HLA-B58:01 with pseudo-sequence HLA-B58:01. The binding affinity (normalized) is 0.966. (4) The peptide sequence is CQLIIQAFE. The MHC is HLA-A68:02 with pseudo-sequence HLA-A68:02. The binding affinity (normalized) is 0.133.